Regression. Given a peptide amino acid sequence and an MHC pseudo amino acid sequence, predict their binding affinity value. This is MHC class I binding data. From a dataset of Peptide-MHC class I binding affinity with 185,985 pairs from IEDB/IMGT. The peptide sequence is NTRQLKLLEY. The MHC is HLA-A68:01 with pseudo-sequence HLA-A68:01. The binding affinity (normalized) is 0.319.